This data is from Catalyst prediction with 721,799 reactions and 888 catalyst types from USPTO. The task is: Predict which catalyst facilitates the given reaction. (1) Reactant: [Br-].[F:2][C:3]1[CH:8]=[C:7]([F:9])[CH:6]=[CH:5][C:4]=1[C:10](=O)[CH2:11][N+]1C=CC=CC=1.C([O-])(=O)C.[NH4+:23].CO.[CH2:26]([C:28](=[CH:31][CH2:32][CH2:33][CH3:34])[CH:29]=O)[CH3:27]. Product: [F:2][C:3]1[CH:8]=[C:7]([F:9])[CH:6]=[CH:5][C:4]=1[C:10]1[CH:11]=[C:31]([CH2:32][CH2:33][CH3:34])[C:28]([CH2:26][CH3:27])=[CH:29][N:23]=1. The catalyst class is: 6. (2) Reactant: C1(C)C=CC(S([O-])(=O)=O)=CC=1.[CH3:12][C@H:13]1[C@H:16]([NH3+:17])[C:15](=[O:18])[NH:14]1.CCN(CC)CC.[C:26](Cl)(=[O:35])[CH2:27][CH2:28][CH2:29][CH2:30][CH2:31][CH2:32][CH2:33][CH3:34]. Product: [CH3:12][C@H:13]1[C@H:16]([NH:17][C:26](=[O:35])[CH2:27][CH2:28][CH2:29][CH2:30][CH2:31][CH2:32][CH2:33][CH3:34])[C:15](=[O:18])[NH:14]1. The catalyst class is: 2.